Dataset: NCI-60 drug combinations with 297,098 pairs across 59 cell lines. Task: Regression. Given two drug SMILES strings and cell line genomic features, predict the synergy score measuring deviation from expected non-interaction effect. (1) Drug 1: C1CN1C2=NC(=NC(=N2)N3CC3)N4CC4. Drug 2: C1=NC2=C(N1)C(=S)N=C(N2)N. Cell line: RPMI-8226. Synergy scores: CSS=65.3, Synergy_ZIP=-3.43, Synergy_Bliss=-3.88, Synergy_Loewe=-6.19, Synergy_HSA=-0.227. (2) Drug 1: C1C(C(OC1N2C=NC3=C(N=C(N=C32)Cl)N)CO)O. Drug 2: CS(=O)(=O)OCCCCOS(=O)(=O)C. Cell line: PC-3. Synergy scores: CSS=7.14, Synergy_ZIP=-5.23, Synergy_Bliss=-2.87, Synergy_Loewe=-1.06, Synergy_HSA=-0.828.